From a dataset of Forward reaction prediction with 1.9M reactions from USPTO patents (1976-2016). Predict the product of the given reaction. Given the reactants Br[C:2]1[C:3]([N:9]([CH3:11])[CH3:10])=[N:4][C:5]([Cl:8])=[N:6][CH:7]=1.C([O-])([O-])=O.[K+].[K+].[C:18]1(B(O)O)[CH:23]=[CH:22][CH:21]=[CH:20][CH:19]=1.O, predict the reaction product. The product is: [Cl:8][C:5]1[N:4]=[C:3]([N:9]([CH3:11])[CH3:10])[C:2]([C:18]2[CH:23]=[CH:22][CH:21]=[CH:20][CH:19]=2)=[CH:7][N:6]=1.